From a dataset of Catalyst prediction with 721,799 reactions and 888 catalyst types from USPTO. Predict which catalyst facilitates the given reaction. (1) Reactant: [I-].[CH3:2][S+](C)(C)=O.[H-].[Na+].[CH3:9][S:10]([C:13]1[CH:18]=[CH:17][C:16]([CH:19]=[CH:20][C:21]([O:23][CH2:24][CH3:25])=[O:22])=[CH:15][CH:14]=1)(=[O:12])=[O:11]. Product: [CH3:9][S:10]([C:13]1[CH:14]=[CH:15][C:16]([CH:19]2[CH2:2][CH:20]2[C:21]([O:23][CH2:24][CH3:25])=[O:22])=[CH:17][CH:18]=1)(=[O:11])=[O:12]. The catalyst class is: 58. (2) Reactant: [Cl:1][C:2]1[CH:3]=[C:4]([NH:16][C:17]2[C:27]3[CH:26]=[C:25]([C:28](O)=[O:29])[CH2:24][CH2:23][NH:22][C:21]=3[N:20]=[CH:19][N:18]=2)[CH:5]=[CH:6][C:7]=1[O:8][C:9]1[CH:14]=[CH:13][CH:12]=[C:11]([Cl:15])[CH:10]=1.[NH2:31][CH2:32][CH2:33][O:34][CH2:35][CH2:36][OH:37].Cl.C(N=C=NCCCN(C)C)C.O.ON1C2C=CC=CC=2N=N1. Product: [Cl:1][C:2]1[CH:3]=[C:4]([NH:16][C:17]2[C:27]3[CH:26]=[C:25]([C:28]([NH:31][CH2:32][CH2:33][O:34][CH2:35][CH2:36][OH:37])=[O:29])[CH2:24][CH2:23][NH:22][C:21]=3[N:20]=[CH:19][N:18]=2)[CH:5]=[CH:6][C:7]=1[O:8][C:9]1[CH:14]=[CH:13][CH:12]=[C:11]([Cl:15])[CH:10]=1. The catalyst class is: 289.